This data is from Catalyst prediction with 721,799 reactions and 888 catalyst types from USPTO. The task is: Predict which catalyst facilitates the given reaction. (1) Reactant: [Br:1][C:2]1[CH:10]=[CH:9][CH:8]=[C:7]2[C:3]=1[CH2:4][NH:5][C:6]2=[O:11].[N+:12]([O-])([OH:14])=[O:13]. Product: [Br:1][C:2]1[CH:10]=[CH:9][C:8]([N+:12]([O-:14])=[O:13])=[C:7]2[C:3]=1[CH2:4][NH:5][C:6]2=[O:11]. The catalyst class is: 65. (2) Reactant: [CH3:1][O:2][C:3](=[O:11])[CH2:4][C:5](=[O:10])[CH2:6][CH2:7][CH2:8][Cl:9].[H][H]. Product: [CH3:1][O:2][C:3](=[O:11])[CH2:4][CH:5]([OH:10])[CH2:6][CH2:7][CH2:8][Cl:9]. The catalyst class is: 5. (3) Reactant: [CH3:1][Si:2](Cl)([CH3:7])[C:3]([CH3:6])([CH3:5])[CH3:4].N1C=CN=C1.[OH:14][CH:15]([C:26]1[S:41][C:29]2[N:30]([CH2:37][CH:38]([CH3:40])[CH3:39])[C:31](=[O:36])[N:32]([CH3:35])[C:33](=[O:34])[C:28]=2[CH:27]=1)[C:16]1[C:25]2[C:20](=[CH:21][CH:22]=[CH:23][CH:24]=2)[CH:19]=[CH:18][CH:17]=1. Product: [CH3:1][Si:2]([CH3:7])([C:3]([CH3:6])([CH3:5])[CH3:4])[O:14][CH:15]([C:26]1[S:41][C:29]2[N:30]([CH2:37][CH:38]([CH3:39])[CH3:40])[C:31](=[O:36])[N:32]([CH3:35])[C:33](=[O:34])[C:28]=2[CH:27]=1)[C:16]1[C:25]2[C:20](=[CH:21][CH:22]=[CH:23][CH:24]=2)[CH:19]=[CH:18][CH:17]=1. The catalyst class is: 9. (4) Reactant: [F:1][C:2]1[CH:7]=[CH:6][C:5]([N:8]2[CH:11]([C:12]3[CH:17]=[CH:16][C:15]([O:18][CH2:19][CH2:20][CH2:21][CH2:22]I)=[CH:14][CH:13]=3)[CH:10]([CH2:24][CH2:25][CH:26]([C:28]3[CH:33]=[CH:32][C:31]([F:34])=[CH:30][CH:29]=3)[OH:27])[C:9]2=[O:35])=[CH:4][CH:3]=1.[CH3:36][NH:37][CH2:38][CH:39]([OH:48])[CH:40]([OH:47])[CH:41]([OH:46])[CH:42]([OH:45])[CH2:43][OH:44]. Product: [F:1][C:2]1[CH:7]=[CH:6][C:5]([N:8]2[CH:11]([C:12]3[CH:17]=[CH:16][C:15]([O:18][CH2:19][CH2:20][CH2:21][CH2:22][N:37]([CH3:36])[CH2:38][CH:39]([OH:48])[CH:40]([OH:47])[CH:41]([OH:46])[CH:42]([OH:45])[CH2:43][OH:44])=[CH:14][CH:13]=3)[CH:10]([CH2:24][CH2:25][CH:26]([C:28]3[CH:33]=[CH:32][C:31]([F:34])=[CH:30][CH:29]=3)[OH:27])[C:9]2=[O:35])=[CH:4][CH:3]=1. The catalyst class is: 9. (5) Reactant: Br[C:2]1[C:3]2[CH:10]=[CH:9][N:8]([S:11]([C:14]3[CH:19]=[CH:18][CH:17]=[CH:16][CH:15]=3)(=[O:13])=[O:12])[C:4]=2[N:5]=[CH:6][N:7]=1.COCCOC.C(O)C.C(=O)([O-])[O-].[Na+].[Na+].[F:35][C:36]1[CH:37]=[CH:38][C:39]([O:45][CH3:46])=[C:40](B(O)O)[CH:41]=1. Product: [F:35][C:36]1[CH:41]=[CH:40][C:39]([O:45][CH3:46])=[C:38]([C:2]2[C:3]3[CH:10]=[CH:9][N:8]([S:11]([C:14]4[CH:19]=[CH:18][CH:17]=[CH:16][CH:15]=4)(=[O:13])=[O:12])[C:4]=3[N:5]=[CH:6][N:7]=2)[CH:37]=1. The catalyst class is: 13. (6) Reactant: Br[C:2]1[CH:3]=[CH:4][C:5]2[NH:6][C:7]3[C:12]([C:13]=2[CH:14]=1)=[CH:11][CH:10]=[CH:9][CH:8]=3.[B:15]1([B:15]2[O:19][C:18]([CH3:21])([CH3:20])[C:17]([CH3:23])([CH3:22])[O:16]2)[O:19][C:18]([CH3:21])([CH3:20])[C:17]([CH3:23])([CH3:22])[O:16]1.CC([O-])=O.[K+].N. Product: [CH3:22][C:17]1([CH3:23])[C:18]([CH3:21])([CH3:20])[O:19][B:15]([C:2]2[CH:3]=[CH:4][C:5]3[NH:6][C:7]4[C:12]([C:13]=3[CH:14]=2)=[CH:11][CH:10]=[CH:9][CH:8]=4)[O:16]1. The catalyst class is: 3.